Task: Predict the reaction yield, written as a fraction of the theoretical maximum amount of product (1.0 means a 100% yield; for example, 0.34 means a 34% yield).. Dataset: Reaction yield outcomes from USPTO patents with 853,638 reactions (1) The catalyst is C(Cl)Cl. The product is [CH3:15][C@H:11]1[C:10](=[O:16])[O:9][CH2:8][C@@H:7]([C:17]2[CH:18]=[CH:19][CH:20]=[CH:21][CH:22]=2)[NH:6][C:5](=[O:23])[CH2:4][CH2:3][CH:2]2[NH:1][C:29](=[O:30])[O:14][CH:13]2[CH2:12]1. The reactants are [NH2:1][CH:2]1[CH:13]([OH:14])[CH2:12][C@@H:11]([CH3:15])[C:10](=[O:16])[O:9][CH2:8][C@@H:7]([C:17]2[CH:22]=[CH:21][CH:20]=[CH:19][CH:18]=2)[NH:6][C:5](=[O:23])[CH2:4][CH2:3]1.N1([C:29](N2C=CN=C2)=[O:30])C=CN=C1.CCN(C(C)C)C(C)C. The yield is 0.370. (2) The reactants are [CH3:1][O:2][C:3](=[O:15])[C:4]1[CH:9]=[CH:8][C:7]([NH:10][CH2:11][CH2:12][Cl:13])=[C:6]([NH2:14])[CH:5]=1.[C:16]([O-])(O)=O.[Na+]. The catalyst is C(O)=O. The product is [CH3:1][O:2][C:3]([C:4]1[CH:9]=[CH:8][C:7]2[N:10]([CH2:11][CH2:12][Cl:13])[CH:16]=[N:14][C:6]=2[CH:5]=1)=[O:15]. The yield is 0.860. (3) The reactants are [Br:1][C:2]1[C:3]([O:10][C:11]2[CH:12]=[CH:13][C:14]3[N:18]=[C:17]([CH2:19][O:20][C:21]4[CH:22]=[C:23]([CH:28]=[CH:29][CH:30]=4)[C:24]([O:26][CH3:27])=[O:25])[N:16]([CH3:31])[C:15]=3[CH:32]=2)=[N:4][CH:5]=[C:6]([Br:9])[C:7]=1Cl.[CH3:33][O-:34].[Na+].O. The catalyst is CO. The product is [Br:1][C:2]1[C:3]([O:10][C:11]2[CH:12]=[CH:13][C:14]3[N:18]=[C:17]([CH2:19][O:20][C:21]4[CH:22]=[C:23]([CH:28]=[CH:29][CH:30]=4)[C:24]([O:26][CH3:27])=[O:25])[N:16]([CH3:31])[C:15]=3[CH:32]=2)=[N:4][CH:5]=[C:6]([Br:9])[C:7]=1[O:34][CH3:33]. The yield is 0.0800. (4) The reactants are [C:1]1(=[O:11])[C:9]2[C:4](=[CH:5][CH:6]=[CH:7][CH:8]=2)[C:3](=[O:10])O1.[CH2:12]([O:14][CH:15]([O:20][CH2:21][CH3:22])[CH2:16][CH2:17][CH2:18][NH2:19])[CH3:13]. The catalyst is C1(C)C=CC=CC=1. The product is [CH2:21]([O:20][CH:15]([O:14][CH2:12][CH3:13])[CH2:16][CH2:17][CH2:18][N:19]1[C:3](=[O:10])[C:4]2[C:9](=[CH:8][CH:7]=[CH:6][CH:5]=2)[C:1]1=[O:11])[CH3:22]. The yield is 1.00. (5) The reactants are [F:1][C:2]1[CH:3]=[C:4]([CH:7]=[C:8]([F:10])[CH:9]=1)[CH:5]=[O:6].[CH2:11](O)[CH2:12][OH:13]. The catalyst is O.C1(C)C=CC(S(O)(=O)=O)=CC=1.C1C=CC=CC=1. The product is [F:1][C:2]1[CH:3]=[C:4]([CH:5]2[O:13][CH2:12][CH2:11][O:6]2)[CH:7]=[C:8]([F:10])[CH:9]=1. The yield is 0.610.